Dataset: Peptide-MHC class II binding affinity with 134,281 pairs from IEDB. Task: Regression. Given a peptide amino acid sequence and an MHC pseudo amino acid sequence, predict their binding affinity value. This is MHC class II binding data. (1) The binding affinity (normalized) is 0.0221. The peptide sequence is YEDAKSPLTASKLTY. The MHC is HLA-DPA10201-DPB10501 with pseudo-sequence HLA-DPA10201-DPB10501. (2) The peptide sequence is NTARLMAGAGPAPML. The MHC is HLA-DPA10201-DPB10101 with pseudo-sequence HLA-DPA10201-DPB10101. The binding affinity (normalized) is 0.119. (3) The peptide sequence is GELQIVDKIDAAFTI. The MHC is DRB1_0101 with pseudo-sequence DRB1_0101. The binding affinity (normalized) is 0.652. (4) The peptide sequence is KIFGSLAFLPESFDGDPA. The binding affinity (normalized) is 0.806. The MHC is HLA-DPA10201-DPB10101 with pseudo-sequence HLA-DPA10201-DPB10101.